Dataset: Forward reaction prediction with 1.9M reactions from USPTO patents (1976-2016). Task: Predict the product of the given reaction. (1) Given the reactants Cl[C:2]1[N:9]=[C:8]([C:10]2[CH:15]=[CH:14][CH:13]=[CH:12][C:11]=2[Cl:16])[C:7]([C:17]2[CH:22]=[CH:21][C:20]([Cl:23])=[CH:19][CH:18]=2)=[CH:6][C:3]=1[C:4]#[N:5].[F:24][C:25]1[CH:26]=[C:27]([OH:32])[CH:28]=[CH:29][C:30]=1[F:31].C([O-])([O-])=O.[Cs+].[Cs+], predict the reaction product. The product is: [Cl:16][C:11]1[CH:12]=[CH:13][CH:14]=[CH:15][C:10]=1[C:8]1[C:7]([C:17]2[CH:18]=[CH:19][C:20]([Cl:23])=[CH:21][CH:22]=2)=[CH:6][C:3]([C:4]#[N:5])=[C:2]([O:32][C:27]2[CH:28]=[CH:29][C:30]([F:31])=[C:25]([F:24])[CH:26]=2)[N:9]=1. (2) Given the reactants [Br:1]N1C(=O)CCC1=O.C(OOC(=O)C1C=CC=CC=1)(=O)C1C=CC=CC=1.[F:27][C:28]1[CH:39]=[CH:38][CH:37]=[CH:36][C:29]=1[CH2:30][C:31]([CH:33]1[CH2:35][CH2:34]1)=[O:32].C1(C)C=CC=CC=1, predict the reaction product. The product is: [CH:33]1([C:31]([CH:30]([Br:1])[C:29]2[CH:36]=[CH:37][CH:38]=[CH:39][C:28]=2[F:27])=[O:32])[CH2:35][CH2:34]1. (3) Given the reactants [H-].[Al+3].[Li+].[H-].[H-].[H-].[CH2:7]([O:11][C:12]1[N:20]=[C:19]2[C:15]([N:16]=[CH:17][N:18]2[CH2:21][CH2:22][O:23][C:24]2[CH:29]=[CH:28][CH:27]=[C:26](C(OC)=O)[CH:25]=2)=[C:14]([NH2:34])[N:13]=1)[CH2:8][CH2:9][CH3:10].[OH-:35].[Na+].S(Cl)(Cl)=O.[C-]#N.[Na+].[Cl-].[NH4+], predict the reaction product. The product is: [CH2:7]([O:11][C:12]1[N:20]=[C:19]2[C:15]([N:16]=[CH:17][N:18]2[CH2:21][CH2:22][O:23][C:24]2[CH:29]=[CH:28][CH:27]=[C:26]([CH2:8][C:7]([O:11][CH3:12])=[O:35])[CH:25]=2)=[C:14]([NH2:34])[N:13]=1)[CH2:8][CH2:9][CH3:10]. (4) Given the reactants [N+:1]([C:4]1[CH:5]=[C:6]2[C:11](=[CH:12][CH:13]=1)[CH2:10][N:9]([C:14]([O:16][C:17]([CH3:20])([CH3:19])[CH3:18])=[O:15])[C@H:8]([C:21]([O:23]CC)=[O:22])[CH2:7]2)([O-:3])=[O:2].[OH-].[Li+].Cl, predict the reaction product. The product is: [C:17]([O:16][C:14]([N:9]1[C@H:8]([C:21]([OH:23])=[O:22])[CH2:7][C:6]2[C:11](=[CH:12][CH:13]=[C:4]([N+:1]([O-:3])=[O:2])[CH:5]=2)[CH2:10]1)=[O:15])([CH3:20])([CH3:18])[CH3:19]. (5) Given the reactants Cl[C:2]1[CH:3]=[N:4][CH:5]=[C:6]([Cl:17])[C:7]=1[N:8]1[CH2:13][CH2:12][CH:11]([C:14]([NH2:16])=[O:15])[CH2:10][CH2:9]1.[NH:18]1[CH:22]=[C:21](B2OC(C)(C)C(C)(C)O2)[CH:20]=[N:19]1.C(=O)([O-])[O-].[Na+].[Na+], predict the reaction product. The product is: [Cl:17][C:6]1[CH:5]=[N:4][CH:3]=[C:2]([C:21]2[CH:22]=[N:18][NH:19][CH:20]=2)[C:7]=1[N:8]1[CH2:13][CH2:12][CH:11]([C:14]([NH2:16])=[O:15])[CH2:10][CH2:9]1. (6) Given the reactants [N:1]1[CH:6]=[CH:5][CH:4]=[CH:3][C:2]=1[C:7]1[N:15]2[C:10]([CH:11]=[CH:12][C:13]([C:16]([F:19])([F:18])[F:17])=[CH:14]2)=[CH:9][C:8]=1[CH2:20][OH:21], predict the reaction product. The product is: [N:1]1[CH:6]=[CH:5][CH:4]=[CH:3][C:2]=1[C:7]1[N:15]2[C:10]([CH:11]=[CH:12][C:13]([C:16]([F:17])([F:18])[F:19])=[CH:14]2)=[CH:9][C:8]=1[CH:20]=[O:21].